Dataset: Catalyst prediction with 721,799 reactions and 888 catalyst types from USPTO. Task: Predict which catalyst facilitates the given reaction. (1) The catalyst class is: 1. Product: [Br:40][C:35]1[CH:34]=[C:33]([N:32]2[C:28]([C:24]3[C:23]([NH:22][CH2:50][CH2:49][NH:48][C:47](=[O:52])[O:46][C:42]([CH3:45])([CH3:44])[CH3:43])=[N:27][O:26][N:25]=3)=[N:29][C:3](=[O:4])[O:5]2)[CH:38]=[CH:37][C:36]=1[F:39]. Reactant: FC(F)(F)[C:3]([OH:5])=[O:4].C(O[BH-](OC(=O)C)OC(=O)C)(=O)C.[Na+].[NH2:22][C:23]1[C:24]([C:28]2[N:32]([C:33]3[CH:38]=[CH:37][C:36]([F:39])=[C:35]([Br:40])[CH:34]=3)C(=O)O[N:29]=2)=[N:25][O:26][N:27]=1.[C:42]([O:46][C:47](=[O:52])[NH:48][CH2:49][CH:50]=O)([CH3:45])([CH3:44])[CH3:43]. (2) Reactant: [Br:1][C:2]1[CH:9]=[C:8]([Cl:10])[CH:7]=[C:6]([F:11])[C:3]=1[CH:4]=O.[NH2:12][OH:13].O. Product: [Br:1][C:2]1[CH:9]=[C:8]([Cl:10])[CH:7]=[C:6]([F:11])[C:3]=1[CH:4]=[N:12][OH:13]. The catalyst class is: 41. (3) Reactant: [C:1]([O:9][C:10]1([CH2:13][O:14]C2CCCCO2)[CH2:12][CH2:11]1)(=[O:8])[C:2]1[CH:7]=[CH:6][CH:5]=[CH:4][CH:3]=1.CC1C=CC(S([O-])(=O)=O)=CC=1.C1C=C[NH+]=CC=1. Product: [C:1]([O:9][C:10]1([CH2:13][OH:14])[CH2:12][CH2:11]1)(=[O:8])[C:2]1[CH:7]=[CH:6][CH:5]=[CH:4][CH:3]=1. The catalyst class is: 5. (4) Reactant: [Br:1][C:2]1[CH:10]=[CH:9][C:5]([C:6]([OH:8])=[O:7])=[C:4]([Cl:11])[CH:3]=1.[C:12](=O)([O-])[O-].[K+].[K+].IC.O. Product: [Br:1][C:2]1[CH:10]=[CH:9][C:5]([C:6]([O:8][CH3:12])=[O:7])=[C:4]([Cl:11])[CH:3]=1. The catalyst class is: 9. (5) Reactant: [NH2:1][CH2:2][CH2:3][N:4]1[C:8]2[CH:9]=[CH:10][C:11]([C:13]([N:15]([CH2:20][CH:21]([CH3:23])[CH3:22])[CH2:16][CH:17]([CH3:19])[CH3:18])=[O:14])=[CH:12][C:7]=2[N:6]=[C:5]1[NH:24][C:25]1[CH:30]=[C:29]([O:31][CH3:32])[C:28]([O:33][CH3:34])=[C:27]([O:35][CH3:36])[CH:26]=1.[CH:37]1([CH:43]=O)[CH2:42][CH2:41][CH2:40][CH2:39][CH2:38]1.[BH4-].C(OC1C=CC=CC=1C=O)C1C=CC=CC=1. Product: [CH:37]1([CH2:43][NH:1][CH2:2][CH2:3][N:4]2[C:8]3[CH:9]=[CH:10][C:11]([C:13]([N:15]([CH2:16][CH:17]([CH3:19])[CH3:18])[CH2:20][CH:21]([CH3:22])[CH3:23])=[O:14])=[CH:12][C:7]=3[N:6]=[C:5]2[NH:24][C:25]2[CH:30]=[C:29]([O:31][CH3:32])[C:28]([O:33][CH3:34])=[C:27]([O:35][CH3:36])[CH:26]=2)[CH2:42][CH2:41][CH2:40][CH2:39][CH2:38]1. The catalyst class is: 138. (6) Product: [Cl:11][C:4]1[CH:3]=[C:2]([NH:1][C:6]([CH2:5][C:4]2[CH:3]=[CH:2][CH:10]=[CH:9][C:17]=2[CH3:18])=[O:7])[CH:10]=[CH:9][C:5]=1[C:6]([OH:8])=[O:7]. The catalyst class is: 3. Reactant: [NH2:1][C:2]1[CH:10]=[CH:9][C:5]([C:6]([OH:8])=[O:7])=[C:4]([Cl:11])[CH:3]=1.C(N([CH2:17][CH3:18])CC)C. (7) Reactant: [CH2:1]([N:3]([CH2:22][CH3:23])[CH2:4][CH2:5][O:6][C:7]1[C:20]2[C:11](=[C:12]3[C:17](=[CH:18][CH:19]=2)[CH:16]=[CH:15][CH:14]=[N:13]3)[N:10]=[C:9]([CH3:21])[CH:8]=1)[CH3:2].[O:24]1CCOCC1. Product: [CH2:22]([N:3]([CH2:1][CH3:2])[CH2:4][CH2:5][O:6][C:7]1[C:20]2[C:11](=[C:12]3[C:17](=[CH:18][CH:19]=2)[CH:16]=[CH:15][CH:14]=[N:13]3)[N:10]=[C:9]([CH:21]=[O:24])[CH:8]=1)[CH3:23]. The catalyst class is: 6. (8) Reactant: [Cl:1][C:2]1[C:7]([Cl:8])=[CH:6][CH:5]=[CH:4][C:3]=1[N:9]1[CH2:14][CH2:13][N:12]([CH2:15][CH2:16][CH2:17][CH2:18][O:19][C:20]2[CH:29]=[C:28]3[C:23]([CH2:24][CH2:25][C:26](=[O:32])[N:27]3[CH2:30][OH:31])=[CH:22][CH:21]=2)[CH2:11][CH2:10]1.N1C=CC=CC=1.[C:39](Cl)(=[O:43])[CH2:40][CH2:41][CH3:42]. Product: [C:39]([O:31][CH2:30][N:27]1[C:28]2[C:23](=[CH:22][CH:21]=[C:20]([O:19][CH2:18][CH2:17][CH2:16][CH2:15][N:12]3[CH2:13][CH2:14][N:9]([C:3]4[CH:4]=[CH:5][CH:6]=[C:7]([Cl:8])[C:2]=4[Cl:1])[CH2:10][CH2:11]3)[CH:29]=2)[CH2:24][CH2:25][C:26]1=[O:32])(=[O:43])[CH2:40][CH2:41][CH3:42]. The catalyst class is: 4. (9) Reactant: [Cl:1][C:2]1[CH:7]=[C:6]([O:8][CH2:9][CH:10]=[C:11]([Cl:13])[Cl:12])[CH:5]=[C:4]([Cl:14])[C:3]=1[CH2:15][OH:16].[C:17]([O:21][C:22](=[O:25])[CH2:23]Br)([CH3:20])([CH3:19])[CH3:18].S([O-])([O-])(=O)=O.C([N+](CCCC)(CCCC)CCCC)CCC.C([N+](CCCC)(CCCC)CCCC)CCC.[OH-].[Na+]. Product: [C:17]([O:21][C:22](=[O:25])[CH2:23][O:16][CH2:15][C:3]1[C:2]([Cl:1])=[CH:7][C:6]([O:8][CH2:9][CH:10]=[C:11]([Cl:13])[Cl:12])=[CH:5][C:4]=1[Cl:14])([CH3:20])([CH3:19])[CH3:18]. The catalyst class is: 48. (10) Reactant: [Br:1]Br.[OH-].[Na+].C([C:8]1[C:9]([Br:20])=[N:10][S:11][C:12]=1[NH:13][C:14]([C@@H:16]1[CH2:18][C@H:17]1[CH3:19])=[O:15])(=O)C.S(=O)(O)[O-].[Na+].Cl. Product: [Br:20][C:9]1[C:8]([Br:1])=[C:12]([NH:13][C:14]([C@@H:16]2[CH2:18][C@H:17]2[CH3:19])=[O:15])[S:11][N:10]=1. The catalyst class is: 155.